From a dataset of Full USPTO retrosynthesis dataset with 1.9M reactions from patents (1976-2016). Predict the reactants needed to synthesize the given product. (1) Given the product [CH3:27][O:26][C:24](=[O:25])[CH:23]([N:9]1[CH2:10][CH2:11][C:12]2[C:17](=[CH:16][C:15]([O:18][CH3:19])=[C:14]([O:20][CH3:21])[CH:13]=2)[CH:8]1[CH2:7][CH2:6][C:2]1[O:1][CH:5]=[CH:4][CH:3]=1)[C:28]1[CH:29]=[CH:30][CH:31]=[CH:32][CH:33]=1, predict the reactants needed to synthesize it. The reactants are: [O:1]1[CH:5]=[CH:4][CH:3]=[C:2]1[CH2:6][CH2:7][CH:8]1[C:17]2[C:12](=[CH:13][C:14]([O:20][CH3:21])=[C:15]([O:18][CH3:19])[CH:16]=2)[CH2:11][CH2:10][NH:9]1.Br[CH:23]([C:28]1[CH:33]=[CH:32][CH:31]=[CH:30][CH:29]=1)[C:24]([O:26][CH3:27])=[O:25]. (2) Given the product [Br:1][C:2]1[N:7]=[C:6]([CH2:8][Br:10])[C:5]([F:9])=[CH:4][CH:3]=1, predict the reactants needed to synthesize it. The reactants are: [Br:1][C:2]1[N:7]=[C:6]([CH3:8])[C:5]([F:9])=[CH:4][CH:3]=1.[Br:10]N1C(=O)CCC1=O.N(C(C)(C)C#N)=NC(C)(C)C#N. (3) The reactants are: [H-].[Na+].[C:3]([O:13][C:14]([CH3:17])([CH3:16])[CH3:15])(=[O:12])[CH2:4][C:5]([O:7][C:8]([CH3:11])([CH3:10])[CH3:9])=[O:6].F[C:19]1[C:26]([F:27])=[CH:25][C:22](C#N)=[C:21]([O:28][CH3:29])[CH:20]=1.CCOC(C)=O.[CH3:36][N:37](C=O)C. Given the product [C:14]([O:13][C:3](=[O:12])[CH:4]([C:22]1[CH:25]=[C:26]([F:27])[C:19]([C:36]#[N:37])=[CH:20][C:21]=1[O:28][CH3:29])[C:5]([O:7][C:8]([CH3:9])([CH3:10])[CH3:11])=[O:6])([CH3:17])([CH3:16])[CH3:15], predict the reactants needed to synthesize it. (4) Given the product [NH2:32][C:4]1[S:3][C:2]([C:42]2[C:43]([F:47])=[CH:44][CH:45]=[CH:46][C:41]=2[Cl:40])=[N:6][C:5]=1[C:7]([NH:8][C:9]1[CH:10]=[N:11][N:12]([CH3:30])[C:13]=1[C@@H:14]1[CH2:20][CH2:19][C@@H:18]([NH2:21])[C@H:17]([F:29])[CH2:16][O:15]1)=[O:31], predict the reactants needed to synthesize it. The reactants are: Br[C:2]1[S:3][C:4]([NH:32]C(=O)OC(C)(C)C)=[C:5]([C:7](=[O:31])[NH:8][C:9]2[CH:10]=[N:11][N:12]([CH3:30])[C:13]=2[C@@H:14]2[CH2:20][CH2:19][C@@H:18]([NH:21]C(OC(C)(C)C)=O)[C@H:17]([F:29])[CH2:16][O:15]2)[N:6]=1.[Cl:40][C:41]1[CH:46]=[CH:45][CH:44]=[C:43]([F:47])[C:42]=1B(O)O. (5) The reactants are: [CH2:1]([C:5]1([O:34][CH3:35])[CH2:10][CH2:9][N:8]([C:11]2[CH:33]=[CH:32][C:14]([C:15]([NH:17][CH2:18][C:19]([C:21]3[CH:31]=[CH:30][C:24]([C:25]([O:27][CH2:28][CH3:29])=[O:26])=[CH:23][CH:22]=3)=O)=O)=[CH:13][CH:12]=2)[CH2:7][CH2:6]1)[CH2:2][CH2:3][CH3:4].P12(SP3(SP(SP(S3)(S1)=S)(=S)S2)=S)=[S:37].C(N(CC)CC)C.O. Given the product [CH2:1]([C:5]1([O:34][CH3:35])[CH2:10][CH2:9][N:8]([C:11]2[CH:33]=[CH:32][C:14]([C:15]3[S:37][C:19]([C:21]4[CH:31]=[CH:30][C:24]([C:25]([O:27][CH2:28][CH3:29])=[O:26])=[CH:23][CH:22]=4)=[CH:18][N:17]=3)=[CH:13][CH:12]=2)[CH2:7][CH2:6]1)[CH2:2][CH2:3][CH3:4], predict the reactants needed to synthesize it. (6) Given the product [NH2:31][C:27]1([C:24]2[CH:25]=[CH:26][C:21]([C:13]3[O:12][C:10]4[N:11]=[C:6]([NH:5][CH2:4][CH2:3][O:2][CH3:1])[N:7]([CH3:40])[C:8](=[O:39])[C:9]=4[C:14]=3[C:15]3[CH:16]=[CH:17][CH:18]=[CH:19][CH:20]=3)=[CH:22][CH:23]=2)[CH2:28][CH2:29][CH2:30]1, predict the reactants needed to synthesize it. The reactants are: [CH3:1][O:2][CH2:3][CH2:4][NH:5][C:6]1[N:7]([CH3:40])[C:8](=[O:39])[C:9]2[C:14]([C:15]3[CH:20]=[CH:19][CH:18]=[CH:17][CH:16]=3)=[C:13]([C:21]3[CH:26]=[CH:25][C:24]([C:27]4([NH:31]C(=O)OC(C)(C)C)[CH2:30][CH2:29][CH2:28]4)=[CH:23][CH:22]=3)[O:12][C:10]=2[N:11]=1.C(O)(C(F)(F)F)=O. (7) Given the product [CH3:12][O:11][C:8]1[N:7]=[N:6][C:5]([S:2]([N:13]2[C:22]3[CH:17]([CH2:18][CH:19]=[CH:20][CH:21]=3)[CH2:16][CH2:15][CH2:14]2)(=[O:4])=[O:3])=[CH:10][CH:9]=1, predict the reactants needed to synthesize it. The reactants are: F[S:2]([C:5]1[N:6]=[N:7][C:8]([O:11][CH3:12])=[CH:9][CH:10]=1)(=[O:4])=[O:3].[NH:13]1[C:22]2[C:17](=[CH:18][CH:19]=[CH:20][CH:21]=2)[CH2:16][CH2:15][CH2:14]1. (8) Given the product [Cl:1][C:2]1[CH:7]=[CH:6][C:5]([C:8]2[N:9]([CH2:14][C@H:15]([OH:20])[C:16]([F:18])([F:19])[F:17])[C:10](=[O:13])[N:11]([CH2:33][C:30]3[S:29][C:28]([Cl:27])=[CH:32][CH:31]=3)[N:12]=2)=[CH:4][CH:3]=1, predict the reactants needed to synthesize it. The reactants are: [Cl:1][C:2]1[CH:7]=[CH:6][C:5]([C:8]2[N:9]([CH2:14][C@H:15]([OH:20])[C:16]([F:19])([F:18])[F:17])[C:10](=[O:13])[NH:11][N:12]=2)=[CH:4][CH:3]=1.C(=O)([O-])[O-].[K+].[K+].[Cl:27][C:28]1[S:29][C:30]([CH2:33]Cl)=[CH:31][CH:32]=1.O. (9) Given the product [CH2:1]([O:8][C@@H:9]([CH3:17])[CH2:10][C:11](=[O:12])[CH3:18])[C:2]1[CH:3]=[CH:4][CH:5]=[CH:6][CH:7]=1, predict the reactants needed to synthesize it. The reactants are: [CH2:1]([O:8][C@@H:9]([CH3:17])[CH2:10][C:11](N(OC)C)=[O:12])[C:2]1[CH:7]=[CH:6][CH:5]=[CH:4][CH:3]=1.[CH3:18][Mg]Br.C(OCC)C.Cl.